The task is: Predict which catalyst facilitates the given reaction.. This data is from Catalyst prediction with 721,799 reactions and 888 catalyst types from USPTO. (1) Reactant: C[O:2][C:3]([C:5]1[CH:6]=[C:7]2[C:12](=[CH:13][CH:14]=1)[O:11][C:10]([C:15]1[N:20]=[CH:19][N:18]3[CH:21]=[CH:22][CH:23]=[C:17]3[CH:16]=1)=[CH:9][C:8]2=[N:24][O:25][C:26]([CH3:29])([CH3:28])[CH3:27])=[O:4].O.[OH-].[Li+]. Product: [C:26]([O:25][N:24]=[C:8]1[C:7]2[C:12](=[CH:13][CH:14]=[C:5]([C:3]([OH:4])=[O:2])[CH:6]=2)[O:11][C:10]([C:15]2[N:20]=[CH:19][N:18]3[CH:21]=[CH:22][CH:23]=[C:17]3[CH:16]=2)=[CH:9]1)([CH3:29])([CH3:27])[CH3:28]. The catalyst class is: 193. (2) Reactant: [CH3:1][C:2]1[CH:17]=[C:16]([CH3:18])[CH:15]=[C:14]([CH3:19])[C:3]=1[CH2:4][S:5][CH:6]1[CH2:12][CH2:11][CH2:10][NH:9][C:8](=O)[CH2:7]1.[NH4+].[Cl-]. Product: [CH3:1][C:2]1[CH:17]=[C:16]([CH3:18])[CH:15]=[C:14]([CH3:19])[C:3]=1[CH2:4][S:5][CH:6]1[CH2:12][CH2:11][CH2:10][NH:9][CH2:8][CH2:7]1. The catalyst class is: 1. (3) Reactant: [C:1]([O:5][C:6](=[O:13])[NH:7][C:8]1[N:9]=[CH:10][S:11][CH:12]=1)([CH3:4])([CH3:3])[CH3:2].C[Si](C)(C)[N-][Si](C)(C)C.[Li+].[Cl:24][C:25]1[C:26]([F:36])=[CH:27][C:28]([F:35])=[C:29]([S:31](Cl)(=[O:33])=[O:32])[CH:30]=1.C(=O)=O.[Cl-].[NH4+]. Product: [Cl:24][C:25]1[C:26]([F:36])=[CH:27][C:28]([F:35])=[C:29]([S:31]([N:7]([C:8]2[N:9]=[CH:10][S:11][CH:12]=2)[C:6](=[O:13])[O:5][C:1]([CH3:4])([CH3:2])[CH3:3])(=[O:33])=[O:32])[CH:30]=1. The catalyst class is: 7. (4) Product: [ClH:36].[C:1]([C:3]1[CH:8]=[CH:7][CH:6]=[CH:5][C:4]=1[S:9]([N:12]1[CH2:18][CH2:17][CH2:16][C:15]([NH:20][C:21](=[O:22])[C@H:23]([CH2:24][CH:25]([CH3:26])[CH3:27])[NH2:28])([CH3:19])[CH2:14][CH2:13]1)(=[O:11])=[O:10])#[N:2]. Reactant: [C:1]([C:3]1[CH:8]=[CH:7][CH:6]=[CH:5][C:4]=1[S:9]([N:12]1[CH2:18][CH2:17][CH2:16][C:15]([NH:20][C:21]([C@@H:23]([NH:28]C(=O)OC(C)(C)C)[CH2:24][CH:25]([CH3:27])[CH3:26])=[O:22])([CH3:19])[CH2:14][CH2:13]1)(=[O:11])=[O:10])#[N:2].[ClH:36]. The catalyst class is: 2. (5) Reactant: [O:1]1[C:11]2=[C:12]3[C:7](=[CH:8][CH:9]=[C:10]2[C:13]([OH:15])=O)[CH:6]=[CH:5][N:4]3[CH:3]=[CH:2]1.C(N1[CH:27]=[CH:26]N=C1)(N1C=CN=C1)=O.[CH3:28][N:29]([CH3:34])[S:30]([NH2:33])(=[O:32])=[O:31].[CH2:35]1[CH2:45][CH2:44]N2[C:38](=NCCC2)[CH2:37][CH2:36]1. Product: [CH:35]1([C:6]2[C:7]3[C:12]4=[C:11]([O:1][CH2:2][CH2:3][N:4]4[C:5]=2[C:27]2[CH:26]=[CH:8][CH:7]=[CH:6][CH:5]=2)[C:10]([C:13]([NH:33][S:30]([N:29]([CH3:34])[CH3:28])(=[O:32])=[O:31])=[O:15])=[CH:9][CH:8]=3)[CH2:36][CH2:37][CH2:38][CH2:44][CH2:45]1. The catalyst class is: 1. (6) Reactant: C(NC(C)C)(C)C.C([Li])CCC.[CH3:13][N:14]([CH3:26])[C:15]1[CH:20]=[CH:19][C:18]([CH2:21][C:22]([O:24][CH3:25])=[O:23])=[CH:17][CH:16]=1.Br[CH2:28][CH2:29][CH2:30][Cl:31].O.C(=O)(O)[O-].[Na+]. Product: [Cl:31][CH2:30][CH2:29][CH2:28][CH:21]([C:18]1[CH:17]=[CH:16][C:15]([N:14]([CH3:13])[CH3:26])=[CH:20][CH:19]=1)[C:22]([O:24][CH3:25])=[O:23]. The catalyst class is: 56. (7) Reactant: C(N(CC)CC)C.[ClH:8].[OH:9][NH2:10].[C:11]([O:14][CH2:15][C:16]([CH3:47])([CH3:46])[CH2:17][N:18]1[C:24]2[CH:25]=[CH:26][C:27](Cl)=[CH:28][C:23]=2[C@@H:22]([C:30]2[CH:35]=[CH:34][CH:33]=[C:32]([O:36][CH3:37])[C:31]=2[O:38][CH3:39])[O:21][C@H:20]([CH2:40][CH2:41][CH2:42][C:43]#[N:44])[C:19]1=[O:45])(=[O:13])[CH3:12]. Product: [C:11]([O:14][CH2:15][C:16]([CH3:47])([CH3:46])[CH2:17][N:18]1[C:24]2[CH:25]=[CH:26][C:27]([Cl:8])=[CH:28][C:23]=2[C@@H:22]([C:30]2[CH:35]=[CH:34][CH:33]=[C:32]([O:36][CH3:37])[C:31]=2[O:38][CH3:39])[O:21][C@H:20]([CH2:40][CH2:41][CH2:42][C:43]([NH2:44])=[N:10][OH:9])[C:19]1=[O:45])(=[O:13])[CH3:12]. The catalyst class is: 148. (8) Reactant: [N+:1]([C:4]1[CH:9]=[CH:8][C:7]([N:10]2[C:18]3[CH:17]=[CH:16][N:15]=[CH:14][C:13]=3[N:12]=[CH:11]2)=[CH:6][CH:5]=1)([O-])=O.[H][H]. Product: [N:10]1([C:7]2[CH:8]=[CH:9][C:4]([NH2:1])=[CH:5][CH:6]=2)[C:18]2[CH:17]=[CH:16][N:15]=[CH:14][C:13]=2[N:12]=[CH:11]1. The catalyst class is: 129. (9) Reactant: [C:1]([O:5][C:6](=[O:20])[NH:7][C@H:8]([CH2:18][OH:19])[CH2:9][CH2:10][C:11]1[CH:16]=[CH:15][C:14]([Br:17])=[CH:13][CH:12]=1)([CH3:4])([CH3:3])[CH3:2].C(N(CC)CC)C.CCOC(C)=O. The catalyst class is: 16. Product: [C:1]([O:5][C:6](=[O:20])[NH:7][C@H:8]([CH:18]=[O:19])[CH2:9][CH2:10][C:11]1[CH:16]=[CH:15][C:14]([Br:17])=[CH:13][CH:12]=1)([CH3:4])([CH3:2])[CH3:3]. (10) Reactant: [C:1]([O:5][C:6](=[O:26])[CH2:7][CH2:8][O:9][CH:10]1[CH2:15][CH2:14][N:13]([C:16]([O:18][CH2:19][C:20]2[CH:25]=[CH:24][CH:23]=[CH:22][CH:21]=2)=[O:17])[CH2:12][CH2:11]1)(C)(C)C.FC(F)(F)C(O)=O. Product: [CH3:1][O:5][C:6](=[O:26])[CH2:7][CH2:8][O:9][CH:10]1[CH2:11][CH2:12][N:13]([C:16]([O:18][CH2:19][C:20]2[CH:21]=[CH:22][CH:23]=[CH:24][CH:25]=2)=[O:17])[CH2:14][CH2:15]1. The catalyst class is: 4.